This data is from Catalyst prediction with 721,799 reactions and 888 catalyst types from USPTO. The task is: Predict which catalyst facilitates the given reaction. (1) Reactant: [NH2:1][C:2]1[CH:3]=[C:4]([CH:21]=[CH:22][C:23]=1[F:24])[O:5][C:6]1[CH:7]=[CH:8][C:9]2[N:10]([CH:12]=[C:13]([NH:15][C:16]([CH:18]3[CH2:20][CH2:19]3)=[O:17])[N:14]=2)[N:11]=1.[N:25]1[CH:30]=[CH:29][N:28]=[CH:27][C:26]=1[C:31](Cl)=[O:32]. Product: [CH:18]1([C:16]([NH:15][C:13]2[N:14]=[C:9]3[CH:8]=[CH:7][C:6]([O:5][C:4]4[CH:21]=[CH:22][C:23]([F:24])=[C:2]([NH:1][C:31]([C:26]5[CH:27]=[N:28][CH:29]=[CH:30][N:25]=5)=[O:32])[CH:3]=4)=[N:11][N:10]3[CH:12]=2)=[O:17])[CH2:20][CH2:19]1. The catalyst class is: 80. (2) Product: [CH3:9][N:8]([CH3:10])[CH2:7][CH2:6][O:5][C:4]1[CH:11]=[CH:12][C:13]([N+:14]([O-:16])=[O:15])=[C:2]([O:23][C:17]2[CH:22]=[CH:21][CH:20]=[CH:19][CH:18]=2)[CH:3]=1. Reactant: F[C:2]1[CH:3]=[C:4]([CH:11]=[CH:12][C:13]=1[N+:14]([O-:16])=[O:15])[O:5][CH2:6][CH2:7][N:8]([CH3:10])[CH3:9].[C:17]1([OH:23])[CH:22]=[CH:21][CH:20]=[CH:19][CH:18]=1.C(=O)([O-])[O-].[K+].[K+]. The catalyst class is: 3. (3) Reactant: [Cl:1][C:2]1[S:10][C:9]2[S:8](=[O:12])(=[O:11])[N:7]=[C:6](F)[NH:5][C:4]=2[CH:3]=1.Cl.[CH3:15][C:16]1([NH2:21])[CH2:20][CH2:19][CH2:18][CH2:17]1.C(N(CC)CC)C. The catalyst class is: 8. Product: [Cl:1][C:2]1[S:10][C:9]2[S:8](=[O:12])(=[O:11])[N:7]=[C:6]([NH:21][C:16]3([CH3:15])[CH2:20][CH2:19][CH2:18][CH2:17]3)[NH:5][C:4]=2[CH:3]=1. (4) The catalyst class is: 38. Product: [CH3:25][N:24]([C@@H:14]1[C@H:13]([CH3:12])[CH2:18][CH2:17][NH:16][CH2:15]1)[C:2]1[C:7]2[CH:8]=[CH:9][NH:10][C:6]=2[CH:5]=[CH:4][N:3]=1. Reactant: Cl[C:2]1[CH:7]2[CH:8]=[CH:9][NH:10][CH:6]2[CH:5]=[CH:4][N:3]=1.Cl.[CH3:12][C@@H:13]1[CH2:18][CH2:17][N:16](C(=O)CC#N)[CH2:15][C@@H:14]1[NH:24][CH3:25].C(=O)([O-])[O-].[K+].[K+]. (5) Reactant: [C:1]([C:4]1[C:12]2[C:7](=[N:8][CH:9]=[CH:10][CH:11]=2)[N:6]([CH2:13][C:14]([OH:16])=O)[N:5]=1)(=[O:3])[NH2:2].[Br:17][C:18]1[N:23]=[C:22]([NH:24][C:25]([C@@H:27]2[CH2:32][C@@H:31]3[C@@H:29]([CH2:30]3)[NH:28]2)=[O:26])[CH:21]=C[CH:19]=1.C[N:34](C(ON1N=NC2C=CC=CC1=2)=[N+](C)C)C.F[P-](F)(F)(F)(F)F.CCN(C(C)C)C(C)C. Product: [Br:17][C:18]1[N:23]=[C:22]([NH:24][C:25]([C@@H:27]2[CH2:32][C@@H:31]3[C@@H:29]([CH2:30]3)[N:28]2[C:14](=[O:16])[CH2:13][N:6]2[C:7]3=[N:8][CH:9]=[CH:10][CH:11]=[C:12]3[C:4]([C:1]([NH2:2])=[O:3])=[N:5]2)=[O:26])[CH:21]=[N:34][CH:19]=1. The catalyst class is: 3. (6) Reactant: [F:1][C:2]([F:16])([F:15])[C:3]1[CH:14]=[CH:13][CH:12]=[CH:11][C:4]=1[O:5][CH:6]1[CH2:9][CH2:8][C:7]1=O.[NH2:17][CH2:18][CH2:19][OH:20].C(O[BH-](OC(=O)C)OC(=O)C)(=O)C.[Na+].[OH-].[Na+]. Product: [F:1][C:2]([F:16])([F:15])[C:3]1[CH:14]=[CH:13][CH:12]=[CH:11][C:4]=1[O:5][C@H:6]1[CH2:9][CH2:8][C@H:7]1[NH:17][CH2:18][CH2:19][OH:20]. The catalyst class is: 478. (7) Reactant: [O:1]1[CH2:6][CH2:5][C:4](=[O:7])[CH2:3][CH2:2]1.[Li+].CC([N-]C(C)C)C.[C:16](C#N)(=[O:20])[O:17][CH2:18][CH3:19].CC(O)=O. Product: [O:7]=[C:4]1[CH2:5][CH2:6][O:1][CH2:2][CH:3]1[C:16]([O:17][CH2:18][CH3:19])=[O:20]. The catalyst class is: 93. (8) Reactant: [C:1]([C:3]1[CH:4]=[C:5]2[C:9](=[CH:10][CH:11]=1)[NH:8][CH:7]=[CH:6]2)#[N:2].[SH2:12]. Product: [NH:8]1[C:9]2[C:5](=[CH:4][C:3]([C:1](=[S:12])[NH2:2])=[CH:11][CH:10]=2)[CH:6]=[CH:7]1. The catalyst class is: 17. (9) Reactant: C(N(S(F)(F)[F:7])CC)C.[N:10]1[CH:15]=[C:14]([CH:16]([C:18]2[CH:19]=[C:20]3[C:25](=[C:26]([CH:28]=[CH2:29])[CH:27]=2)[N:24]=[CH:23][CH:22]=[CH:21]3)O)[CH:13]=[N:12][CH:11]=1. Product: [F:7][CH:16]([C:14]1[CH:15]=[N:10][CH:11]=[N:12][CH:13]=1)[C:18]1[CH:19]=[C:20]2[C:25](=[C:26]([CH:28]=[CH2:29])[CH:27]=1)[N:24]=[CH:23][CH:22]=[CH:21]2. The catalyst class is: 2. (10) The catalyst class is: 2. Product: [CH2:18]([O:17][CH2:16][CH2:15][N:1]1[CH2:5][CH2:4][CH:3]([NH:6][C:7](=[O:13])[O:8][C:9]([CH3:10])([CH3:12])[CH3:11])[CH2:2]1)[C:19]1[CH:24]=[CH:23][CH:22]=[CH:21][CH:20]=1. Reactant: [NH:1]1[CH2:5][CH2:4][CH:3]([NH:6][C:7](=[O:13])[O:8][C:9]([CH3:12])([CH3:11])[CH3:10])[CH2:2]1.Br[CH2:15][CH2:16][O:17][CH2:18][C:19]1[CH:24]=[CH:23][CH:22]=[CH:21][CH:20]=1.[OH-].[Na+].